Dataset: Forward reaction prediction with 1.9M reactions from USPTO patents (1976-2016). Task: Predict the product of the given reaction. (1) Given the reactants [CH3:1][O:2][C:3]1[CH:17]=[CH:16][C:6]([CH2:7][N:8]2[CH2:13][CH2:12][CH:11]([CH2:14][OH:15])[CH2:10][CH2:9]2)=[CH:5][CH:4]=1.[NH2:18][C:19]1[CH:26]=[CH:25][CH:24]=[C:23](F)[C:20]=1[C:21]#[N:22], predict the reaction product. The product is: [NH2:18][C:19]1[CH:26]=[CH:25][CH:24]=[C:23]([O:15][CH2:14][CH:11]2[CH2:12][CH2:13][N:8]([CH2:7][C:6]3[CH:5]=[CH:4][C:3]([O:2][CH3:1])=[CH:17][CH:16]=3)[CH2:9][CH2:10]2)[C:20]=1[C:21]#[N:22]. (2) Given the reactants C(OC(=O)[NH:7][CH2:8][CH2:9][N:10]1[CH2:14][CH2:13][CH2:12][CH:11]1[C:15]1[N:16]([CH3:38])[C:17](=[O:37])[C:18]([C:27]2[CH:36]=[CH:35][C:34]3[C:29](=[CH:30][CH:31]=[CH:32][CH:33]=3)[CH:28]=2)=[C:19]([C:21]2[CH:26]=[CH:25][N:24]=[CH:23][CH:22]=2)[CH:20]=1)(C)(C)C, predict the reaction product. The product is: [NH2:7][CH2:8][CH2:9][N:10]1[CH2:14][CH2:13][CH2:12][CH:11]1[C:15]1[N:16]([CH3:38])[C:17](=[O:37])[C:18]([C:27]2[CH:36]=[CH:35][C:34]3[C:29](=[CH:30][CH:31]=[CH:32][CH:33]=3)[CH:28]=2)=[C:19]([C:21]2[CH:22]=[CH:23][N:24]=[CH:25][CH:26]=2)[CH:20]=1.